This data is from Full USPTO retrosynthesis dataset with 1.9M reactions from patents (1976-2016). The task is: Predict the reactants needed to synthesize the given product. (1) Given the product [ClH:37].[C:33]([NH:32][C:15]1[CH:16]=[CH:17][C:18]([S:19]([NH:20][CH:21]([CH:22]=[O:27])[CH2:25][C:24]([OH:26])=[O:23])(=[O:31])=[O:30])=[C:13]([O:12][C@H:11]([CH3:36])[CH2:10][N:1]2[C:9]3[C:4](=[CH:5][CH:6]=[CH:7][CH:8]=3)[CH:3]=[N:2]2)[CH:14]=1)(=[O:35])[CH3:34], predict the reactants needed to synthesize it. The reactants are: [N:1]1([CH2:10][C@@H:11]([CH3:36])[O:12][C:13]2[CH:14]=[C:15]([NH:32][C:33](=[O:35])[CH3:34])[CH:16]=[CH:17][C:18]=2[S:19](=[O:31])(=[O:30])[NH:20][CH:21]2[CH2:25][C:24](=[O:26])[O:23][CH:22]2[O:27]CC)[C:9]2[C:4](=[CH:5][CH:6]=[CH:7][CH:8]=2)[CH:3]=[N:2]1.[ClH:37]. (2) The reactants are: [O:1]=[C:2]1[CH2:6][S:5][C:4](=[S:7])[N:3]1[CH:8]1[CH2:13][CH2:12][CH2:11][CH:10]([C:14]([OH:16])=[O:15])[CH2:9]1.[CH2:17]([C:24]1[CH:29]=[CH:28][C:27]([C:30]2[O:34][C:33]([CH:35]=O)=[CH:32][CH:31]=2)=[CH:26][CH:25]=1)[C:18]1[CH:23]=[CH:22][CH:21]=[CH:20][CH:19]=1.C(O)C. Given the product [CH2:17]([C:24]1[CH:29]=[CH:28][C:27]([C:30]2[O:34][C:33]([CH:35]=[C:6]3[S:5][C:4](=[S:7])[N:3]([CH:8]4[CH2:13][CH2:12][CH2:11][CH:10]([C:14]([OH:16])=[O:15])[CH2:9]4)[C:2]3=[O:1])=[CH:32][CH:31]=2)=[CH:26][CH:25]=1)[C:18]1[CH:19]=[CH:20][CH:21]=[CH:22][CH:23]=1, predict the reactants needed to synthesize it. (3) Given the product [ClH:36].[Cl:36][C:33]1[CH:34]=[CH:35][C:30]([C:28]2[CH:27]=[CH:26][N:25]=[C:24]([NH:23][C:20]3[CH:19]=[CH:18][C:17]([C:15]([N:12]4[CH2:11][CH2:10][CH:9]([NH2:8])[CH2:14][CH2:13]4)=[O:16])=[CH:22][CH:21]=3)[N:29]=2)=[CH:31][CH:32]=1, predict the reactants needed to synthesize it. The reactants are: C(OC([NH:8][CH:9]1[CH2:14][CH2:13][N:12]([C:15]([C:17]2[CH:22]=[CH:21][C:20]([NH:23][C:24]3[N:29]=[C:28]([C:30]4[CH:35]=[CH:34][C:33]([Cl:36])=[CH:32][CH:31]=4)[CH:27]=[CH:26][N:25]=3)=[CH:19][CH:18]=2)=[O:16])[CH2:11][CH2:10]1)=O)(C)(C)C.Cl. (4) Given the product [CH2:1]([O:3][C:4](=[O:16])[CH2:5][N:6]1[C:14]2[CH2:13][CH2:12][CH2:11][CH:10]([NH:15][S:26]([C:22]3[CH:23]=[CH:24][CH:25]=[C:20]([N+:17]([O-:19])=[O:18])[CH:21]=3)(=[O:27])=[O:28])[C:9]=2[CH:8]=[N:7]1)[CH3:2], predict the reactants needed to synthesize it. The reactants are: [CH2:1]([O:3][C:4](=[O:16])[CH2:5][N:6]1[C:14]2[CH2:13][CH2:12][CH2:11][CH:10]([NH2:15])[C:9]=2[CH:8]=[N:7]1)[CH3:2].[N+:17]([C:20]1[CH:21]=[C:22]([S:26](Cl)(=[O:28])=[O:27])[CH:23]=[CH:24][CH:25]=1)([O-:19])=[O:18]. (5) Given the product [Cl:1][C:2]1[CH:3]=[C:4]2[C:9](=[CH:10][CH:11]=1)[N:8]=[C:7]([NH:12][C:13]([N:30]1[CH2:31][CH2:32][N:27]([C:23]3[CH:24]=[CH:25][CH:26]=[C:21]([CH3:20])[CH:22]=3)[CH2:28][CH2:29]1)=[O:17])[C:6]([O:18][CH3:19])=[N:5]2, predict the reactants needed to synthesize it. The reactants are: [Cl:1][C:2]1[CH:3]=[C:4]2[C:9](=[CH:10][CH:11]=1)[N:8]=[C:7]([NH:12][C:13](=[O:17])OCC)[C:6]([O:18][CH3:19])=[N:5]2.[CH3:20][C:21]1[CH:22]=[C:23]([N:27]2[CH2:32][CH2:31][NH:30][CH2:29][CH2:28]2)[CH:24]=[CH:25][CH:26]=1. (6) Given the product [F:41][C:38]([F:39])([F:40])[C:36]1[CH:37]=[C:32]([NH:31][C:29](=[O:30])[C:21]2[CH:22]=[C:23]([CH:27]=[CH:28][C:20]=2[OH:57])[C:24]([N:3]([CH3:4])[CH3:2])=[O:26])[CH:33]=[C:34]([C:42]([F:45])([F:44])[F:43])[CH:35]=1, predict the reactants needed to synthesize it. The reactants are: C[CH2:2][N:3]=[C:4]=NCCCN(C)C.Cl.C([C:20]1[CH:28]=[CH:27][C:23]([C:24]([OH:26])=O)=[CH:22][C:21]=1[C:29]([NH:31][C:32]1[CH:37]=[C:36]([C:38]([F:41])([F:40])[F:39])[CH:35]=[C:34]([C:42]([F:45])([F:44])[F:43])[CH:33]=1)=[O:30])C1C=CC=CC=1.Cl.CNC.C(N(CC)CC)C.[O:57]1CCCC1.